Dataset: Reaction yield outcomes from USPTO patents with 853,638 reactions. Task: Predict the reaction yield, written as a fraction of the theoretical maximum amount of product (1.0 means a 100% yield; for example, 0.34 means a 34% yield). (1) The reactants are [O:1]1[CH2:3][CH:2]1[CH2:4][N:5]1[CH2:14][CH2:13][C:12]2[C:7](=[CH:8][CH:9]=[CH:10][CH:11]=2)[CH2:6]1.[NH3:15]. The catalyst is CCO. The product is [NH2:15][CH2:3][CH:2]([OH:1])[CH2:4][N:5]1[CH2:14][CH2:13][C:12]2[C:7](=[CH:8][CH:9]=[CH:10][CH:11]=2)[CH2:6]1. The yield is 0.960. (2) The reactants are [NH2:1][C:2]1[CH:3]=[CH:4][CH:5]=[C:6]2[C:11]=1[N:10]=[CH:9][CH:8]=[CH:7]2.[Cl:12][C:13]1[CH:18]=[CH:17][CH:16]=[C:15]([CH3:19])[C:14]=1[S:20](Cl)(=[O:22])=[O:21]. The catalyst is CN(C1C=CN=CC=1)C. The product is [Cl:12][C:13]1[CH:18]=[CH:17][CH:16]=[C:15]([CH3:19])[C:14]=1[S:20]([NH:1][C:2]1[CH:3]=[CH:4][CH:5]=[C:6]2[C:11]=1[N:10]=[CH:9][CH:8]=[CH:7]2)(=[O:21])=[O:22]. The yield is 0.480.